Task: Predict the reactants needed to synthesize the given product.. Dataset: Full USPTO retrosynthesis dataset with 1.9M reactions from patents (1976-2016) (1) Given the product [Cl:11][C:8]1[CH:7]=[C:3]2[C:2](=[CH:10][CH:9]=1)[N:1]=[CH:12][N:13]([CH3:14])[C:4]2=[O:5], predict the reactants needed to synthesize it. The reactants are: [NH2:1][C:2]1[CH:10]=[CH:9][C:8]([Cl:11])=[CH:7][C:3]=1[C:4](O)=[O:5].[CH3:12][NH:13][CH:14]=O. (2) Given the product [F-:1].[CH3:8][O:9][CH2:10][N+:11]1([CH3:16])[CH2:15][CH2:14][CH2:13][CH2:12]1, predict the reactants needed to synthesize it. The reactants are: [F-:1].[K+].Cl([O-])(=O)(=O)=O.[CH3:8][O:9][CH2:10][N+:11]1([CH3:16])[CH2:15][CH2:14][CH2:13][CH2:12]1. (3) Given the product [OH:36][CH2:35][C:34]1[CH:33]=[C:32]([S:29]([C:16]2[CH:17]=[C:18]3[C:13](=[C:14]([CH3:42])[CH:15]=2)[N:12]=[CH:11][C:10]([C:7]([NH2:8])=[O:9])=[C:19]3[NH:20][C:21]2[CH:26]=[CH:25][CH:24]=[C:23]([O:27][CH3:28])[CH:22]=2)(=[O:31])=[O:30])[CH:41]=[CH:40][CH:39]=1, predict the reactants needed to synthesize it. The reactants are: [H-].[H-].[H-].[H-].[Li+].[Al+3].[C:7]([C:10]1[CH:11]=[N:12][C:13]2[C:18]([C:19]=1[NH:20][C:21]1[CH:26]=[CH:25][CH:24]=[C:23]([O:27][CH3:28])[CH:22]=1)=[CH:17][C:16]([S:29]([C:32]1[CH:33]=[C:34]([CH:39]=[CH:40][CH:41]=1)[C:35](OC)=[O:36])(=[O:31])=[O:30])=[CH:15][C:14]=2[CH3:42])(=[O:9])[NH2:8].O.[OH-].[Na+].